From a dataset of CYP3A4 inhibition data for predicting drug metabolism from PubChem BioAssay. Regression/Classification. Given a drug SMILES string, predict its absorption, distribution, metabolism, or excretion properties. Task type varies by dataset: regression for continuous measurements (e.g., permeability, clearance, half-life) or binary classification for categorical outcomes (e.g., BBB penetration, CYP inhibition). Dataset: cyp3a4_veith. (1) The compound is COc1ccccc1OCC(=O)NNC(=O)c1cnccn1. The result is 0 (non-inhibitor). (2) The molecule is O=C(c1csnn1)N1CCC[C@@]2(CCN(c3cccc(-c4ccccc4)c3)C2)C1. The result is 1 (inhibitor). (3) The molecule is COc1cc(=O)n2c(n1)SCCC2. The result is 0 (non-inhibitor). (4) The molecule is Nc1nc(N)c2nc(-c3ccccc3)c(N)nc2n1. The result is 0 (non-inhibitor). (5) The drug is CCc1ccc(N2CC(C(=O)N/N=C/c3cccc([N+](=O)[O-])c3)CC2=O)cc1. The result is 0 (non-inhibitor).